Dataset: Full USPTO retrosynthesis dataset with 1.9M reactions from patents (1976-2016). Task: Predict the reactants needed to synthesize the given product. (1) The reactants are: [NH2:1][CH2:2][C:3]1[CH:8]=[CH:7][C:6]([C:9]([OH:11])=[O:10])=[CH:5][CH:4]=1.[CH3:12][C:13]1[CH:18]=[CH:17][C:16]([S:19](Cl)(=[O:21])=[O:20])=[CH:15][CH:14]=1.[F:23][C:24]1[CH:31]=[CH:30][C:27]([CH2:28]Br)=[CH:26][CH:25]=1. Given the product [F:23][C:24]1[CH:31]=[CH:30][C:27]([CH2:28][N:1]([CH2:2][C:3]2[CH:4]=[CH:5][C:6]([C:9]([OH:11])=[O:10])=[CH:7][CH:8]=2)[S:19]([C:16]2[CH:17]=[CH:18][C:13]([CH3:12])=[CH:14][CH:15]=2)(=[O:21])=[O:20])=[CH:26][CH:25]=1, predict the reactants needed to synthesize it. (2) Given the product [C:67]([C:75]1[C:48]([O:53][CH3:13])=[CH:47][C:46]([CH2:54][N:5]2[C:1](=[O:11])[C:2]3[C:3](=[CH:7][CH:8]=[CH:9][CH:10]=3)[C:4]2=[O:6])=[C:51]([C:40]2[C:39](=[O:44])[NH:38][CH:43]=[CH:42][CH:41]=2)[CH:50]=1)([CH3:72])([CH3:68])[CH3:65], predict the reactants needed to synthesize it. The reactants are: [C:1]1(=[O:11])[NH:5][C:4](=[O:6])[C:3]2=[CH:7][CH:8]=[CH:9][CH:10]=[C:2]12.N1C(=O)CC[C:13]1=O.C1(NS(C)(=O)=O)C=CC=CC=1.S1(=O)(=O)CCCCN1.[NH:38]1[CH2:43][CH2:42][CH2:41][CH2:40][C:39]1=[O:44].C[C:46]1([CH3:54])[CH2:51][C:50](=O)N[C:48](=[O:53])[CH2:47]1.C1(NC(C)=O)C=CC=CC=1.[CH2:65]([C:67]1([CH2:75]C)[C:72](=O)C=CN[C:68]1=O)C. (3) Given the product [CH:59]([N:62]1[CH2:67][CH2:66][CH:65]([NH:68][C:22]([C:14]2[N:13]([CH2:12][C:9]3[CH:8]=[C:7]([C:5]4[S:6][C:2]([Cl:1])=[CH:3][CH:4]=4)[O:11][N:10]=3)[C:17]3=[N:18][CH:19]=[CH:20][CH:21]=[C:16]3[N:15]=2)=[O:23])[CH2:64][CH2:63]1)([CH3:61])[CH3:60], predict the reactants needed to synthesize it. The reactants are: [Cl:1][C:2]1[S:6][C:5]([C:7]2[O:11][N:10]=[C:9]([CH2:12][N:13]3[C:17]4=[N:18][CH:19]=[CH:20][CH:21]=[C:16]4[N:15]=[C:14]3[C:22](O)=[O:23])[CH:8]=2)=[CH:4][CH:3]=1.CCN(C(C)C)C(C)C.CN(C(ON1N=NC2C=CC=NC1=2)=[N+](C)C)C.F[P-](F)(F)(F)(F)F.Cl.[CH:59]([N:62]1[CH2:67][CH2:66][CH:65]([NH2:68])[CH2:64][CH2:63]1)([CH3:61])[CH3:60]. (4) Given the product [Cl:1][C:2]1[CH:3]=[CH:4][C:5]2[N:6]([CH:8]=[C:9]([C:11]3[CH:12]=[CH:13][C:14]([C:18]([F:21])([F:20])[F:19])=[C:15]([NH:16][C:27](=[O:28])[C:26]([CH3:31])([CH3:30])[CH3:25])[CH:17]=3)[N:10]=2)[CH:7]=1, predict the reactants needed to synthesize it. The reactants are: [Cl:1][C:2]1[CH:3]=[CH:4][C:5]2[N:6]([CH:8]=[C:9]([C:11]3[CH:12]=[CH:13][C:14]([C:18]([F:21])([F:20])[F:19])=[C:15]([CH:17]=3)[NH2:16])[N:10]=2)[CH:7]=1.C(#N)C.[CH3:25][C:26]([CH3:31])([CH3:30])[C:27](Cl)=[O:28]. (5) Given the product [CH3:1][O:2][C:3](=[O:31])[C:4]1[CH:9]=[C:8]([S:10](=[O:29])(=[O:28])[N:11]([C:15]2[CH:20]=[CH:19][C:18]([C:21]3[CH:22]=[CH:23][C:24]([O:27][CH2:33][CH2:34][CH3:35])=[CH:25][CH:26]=3)=[CH:17][CH:16]=2)[CH2:12][CH2:13][CH3:14])[CH:7]=[CH:6][C:5]=1[CH3:30].[CH3:1][O:2][C:3](=[O:31])[C:4]1[CH:9]=[C:8]([S:10](=[O:29])(=[O:28])[N:11]([C:15]2[CH:20]=[CH:19][C:18]([C:21]3[CH:22]=[CH:23][C:24]([OH:27])=[CH:25][CH:26]=3)=[CH:17][CH:16]=2)[CH2:12][CH2:13][CH3:14])[CH:7]=[CH:6][C:5]=1[CH3:30], predict the reactants needed to synthesize it. The reactants are: [CH3:1][O:2][C:3](=[O:31])[C:4]1[CH:9]=[C:8]([S:10](=[O:29])(=[O:28])[N:11]([C:15]2[CH:20]=[CH:19][C:18]([C:21]3[CH:26]=[CH:25][C:24]([OH:27])=[CH:23][CH:22]=3)=[CH:17][CH:16]=2)[CH2:12][CH2:13][CH3:14])[CH:7]=[CH:6][C:5]=1[CH3:30].I[CH2:33][CH2:34][CH3:35].C(=O)([O-])[O-].[K+].[K+]. (6) Given the product [CH3:21][O:20][C:18](=[O:19])[CH:9]([N:8]1[CH2:7][C:6]([O:22][C:23]2[CH:28]=[CH:27][CH:26]=[CH:25][C:24]=2[Cl:29])=[CH:5][C:4]1=[O:3])[CH2:10][CH:11]1[CH:12]2[CH2:13][CH2:14][CH:15]1[CH2:16][CH2:17]2, predict the reactants needed to synthesize it. The reactants are: C([O:3][C:4](=O)[CH:5]=[C:6]([O:22][C:23]1[CH:28]=[CH:27][CH:26]=[CH:25][C:24]=1[Cl:29])[CH2:7][NH:8][CH:9]([C:18]([O:20][CH3:21])=[O:19])[CH2:10][CH:11]1[CH:15]2[CH2:16][CH2:17][CH:12]1[CH2:13][CH2:14]2)C. (7) Given the product [F:20][C:21]1[CH:26]=[CH:25][C:24]([F:27])=[CH:23][C:22]=1[S:28]([NH:15][C:13]1[CH:12]=[CH:11][CH:10]=[C:9]([CH2:8][O:7][C:6]2[CH:16]=[CH:17][C:3]([C:2]([F:1])([F:18])[F:19])=[CH:4][CH:5]=2)[N:14]=1)(=[O:30])=[O:29], predict the reactants needed to synthesize it. The reactants are: [F:1][C:2]([F:19])([F:18])[C:3]1[CH:17]=[CH:16][C:6]([O:7][CH2:8][C:9]2[N:14]=[C:13]([NH2:15])[CH:12]=[CH:11][CH:10]=2)=[CH:5][CH:4]=1.[F:20][C:21]1[CH:26]=[CH:25][C:24]([F:27])=[CH:23][C:22]=1[S:28](Cl)(=[O:30])=[O:29]. (8) The reactants are: [CH2:1]([C@@H:8]([CH2:12][CH2:13][C@H:14]([CH2:34][C:35]1[CH:40]=[CH:39][CH:38]=[CH:37][CH:36]=1)[C:15]([NH:17][C@H:18]1[CH2:24][CH2:23][S:22][C@H:21]2[CH2:25][CH2:26][CH2:27][C@@H:28]([C:29]([O:31][CH3:32])=[O:30])[N:20]2[C:19]1=[O:33])=[O:16])[C:9](O)=[O:10])[C:2]1[CH:7]=[CH:6][CH:5]=[CH:4][CH:3]=1.[NH2:41][C@H:42]1[CH2:48][CH:47]=[CH:46][CH2:45][N:44]([CH2:49][C:50]2[CH:55]=[CH:54][CH:53]=[CH:52][CH:51]=2)[C:43]1=[O:56]. Given the product [CH2:34]([C@@H:14]([CH2:13][CH2:12][C@H:8]([CH2:1][C:2]1[CH:3]=[CH:4][CH:5]=[CH:6][CH:7]=1)[C:9]([NH:41][C@H:42]1[CH2:48][CH:47]=[CH:46][CH2:45][N:44]([CH2:49][C:50]2[CH:55]=[CH:54][CH:53]=[CH:52][CH:51]=2)[C:43]1=[O:56])=[O:10])[C:15]([NH:17][C@H:18]1[CH2:24][CH2:23][S:22][C@H:21]2[CH2:25][CH2:26][CH2:27][C@@H:28]([C:29]([O:31][CH3:32])=[O:30])[N:20]2[C:19]1=[O:33])=[O:16])[C:35]1[CH:40]=[CH:39][CH:38]=[CH:37][CH:36]=1, predict the reactants needed to synthesize it.